This data is from Reaction yield outcomes from USPTO patents with 853,638 reactions. The task is: Predict the reaction yield, written as a fraction of the theoretical maximum amount of product (1.0 means a 100% yield; for example, 0.34 means a 34% yield). The reactants are [Cl:1][C:2]1[C:3]2[CH:26]=[C:25]([CH3:27])[CH:24]=[CH:23][C:4]=2[S:5][C:6]=1[C:7]1[CH:12]=[CH:11][C:10]([C:13]2[CH:18]=[CH:17][CH:16]=[CH:15][CH:14]=2)=[C:9]([C:19]([F:22])([F:21])[F:20])[CH:8]=1.C1C(=O)N([Br:35])C(=O)C1.CC(N=NC(C#N)(C)C)(C#N)C. The catalyst is C(Cl)(Cl)(Cl)Cl. The yield is 0.380. The product is [Br:35][CH2:27][C:25]1[CH:24]=[CH:23][C:4]2[S:5][C:6]([C:7]3[CH:12]=[CH:11][C:10]([C:13]4[CH:14]=[CH:15][CH:16]=[CH:17][CH:18]=4)=[C:9]([C:19]([F:22])([F:21])[F:20])[CH:8]=3)=[C:2]([Cl:1])[C:3]=2[CH:26]=1.